The task is: Predict the product of the given reaction.. This data is from Forward reaction prediction with 1.9M reactions from USPTO patents (1976-2016). (1) Given the reactants C[O:2][C:3](=[O:62])[C@H:4]([CH2:20][C:21]1[CH:26]=[CH:25][C:24]([O:27][CH2:28][C:29]2[N:33]([CH3:34])[C:32]3[CH:35]=[C:36]([O:39][C:40]4[CH:45]=[C:44]([CH3:46])[C:43]([NH:47][C:48]([NH:50][C:51]5[CH:56]=[CH:55][C:54]([C:57]([F:60])([F:59])[F:58])=[CH:53][CH:52]=5)=[O:49])=[C:42]([CH3:61])[CH:41]=4)[CH:37]=[CH:38][C:31]=3[N:30]=2)=[CH:23][CH:22]=1)[NH:5][C:6]1[CH:11]=[CH:10][CH:9]=[CH:8][C:7]=1[C:12](=[O:19])[C:13]1[CH:18]=[CH:17][CH:16]=[CH:15][CH:14]=1.O.[OH-].[Li+].O1CCCC1.Cl, predict the reaction product. The product is: [F:60][C:57]([F:58])([F:59])[C:54]1[CH:53]=[CH:52][C:51]([NH:50][C:48](=[O:49])[NH:47][C:43]2[C:42]([CH3:61])=[CH:41][C:40]([O:39][C:36]3[CH:37]=[CH:38][C:31]4[N:30]=[C:29]([CH2:28][O:27][C:24]5[CH:25]=[CH:26][C:21]([CH2:20][C@@H:4]([C:3]([OH:62])=[O:2])[NH:5][C:6]6[CH:11]=[CH:10][CH:9]=[CH:8][C:7]=6[C:12](=[O:19])[C:13]6[CH:18]=[CH:17][CH:16]=[CH:15][CH:14]=6)=[CH:22][CH:23]=5)[N:33]([CH3:34])[C:32]=4[CH:35]=3)=[CH:45][C:44]=2[CH3:46])=[CH:56][CH:55]=1. (2) Given the reactants [Cl:1][C:2]1[CH:3]=[C:4]([N:8]2[C:13](=[O:14])[C:12](O)=[C:11]([C:16]3[CH:21]=[CH:20][C:19]([S:22]([CH3:25])(=[O:24])=[O:23])=[CH:18][CH:17]=3)[CH:10]=[N:9]2)[CH:5]=[CH:6][CH:7]=1.O=P(Cl)(Cl)[Cl:28], predict the reaction product. The product is: [Cl:1][C:2]1[CH:3]=[C:4]([N:8]2[C:13](=[O:14])[C:12]([Cl:28])=[C:11]([C:16]3[CH:21]=[CH:20][C:19]([S:22]([CH3:25])(=[O:24])=[O:23])=[CH:18][CH:17]=3)[CH:10]=[N:9]2)[CH:5]=[CH:6][CH:7]=1. (3) Given the reactants C[O:2][C:3]1[CH:8]=[CH:7][C:6]([NH:9][C:10](=[O:12])[CH3:11])=[CH:5][CH:4]=1.[C:13](Cl)(=[O:15])[CH3:14].[Cl-].[Cl-].[Cl-].[Al+3], predict the reaction product. The product is: [C:13]([C:4]1[CH:5]=[C:6]([NH:9][C:10](=[O:12])[CH3:11])[CH:7]=[CH:8][C:3]=1[OH:2])(=[O:15])[CH3:14]. (4) Given the reactants [NH2:1][C:2]1[CH:7]=[C:6]([F:8])[C:5]([O:9][CH2:10][CH2:11][N:12]2[CH2:17][CH2:16][O:15][CH2:14][CH2:13]2)=[CH:4][C:3]=1[NH:18][C@@H:19]1[CH2:24][CH2:23][C@H:22]([C:25]([NH:27][CH:28]([CH3:30])[CH3:29])=[O:26])[CH2:21][CH2:20]1.[F:31][C:32]1[CH:66]=[CH:65][C:35]([C:36](/[N:38]=[C:39]2/N([C@H]3CC[C@@H](C(=O)NC(C)C)CC3)C3C=C(OCCOC)N=CC=3N/2)=[O:37])=[CH:34][CH:33]=1, predict the reaction product. The product is: [F:31][C:32]1[CH:33]=[CH:34][C:35]([C:36](/[N:38]=[C:39]2\[NH:1][C:2]3[CH:7]=[C:6]([F:8])[C:5]([O:9][CH2:10][CH2:11][N:12]4[CH2:13][CH2:14][O:15][CH2:16][CH2:17]4)=[CH:4][C:3]=3[N:18]\2[C@H:19]2[CH2:24][CH2:23][C@@H:22]([C:25](=[O:26])[NH:27][CH:28]([CH3:30])[CH3:29])[CH2:21][CH2:20]2)=[O:37])=[CH:65][CH:66]=1.